This data is from Forward reaction prediction with 1.9M reactions from USPTO patents (1976-2016). The task is: Predict the product of the given reaction. (1) The product is: [C:1]1([CH2:7][CH2:8][CH2:9][N:10]2[CH2:11][CH:12]3[CH:14]([CH:13]3[C:16]3[CH:17]=[C:18]([NH:22][S:30]([CH3:29])(=[O:32])=[O:31])[CH:19]=[CH:20][CH:21]=3)[CH2:15]2)[CH:2]=[CH:3][CH:4]=[CH:5][CH:6]=1. Given the reactants [C:1]1([CH2:7][CH2:8][CH2:9][N:10]2[CH2:15][CH:14]3[CH:12]([CH:13]3[C:16]3[CH:17]=[C:18]([NH2:22])[CH:19]=[CH:20][CH:21]=3)[CH2:11]2)[CH:6]=[CH:5][CH:4]=[CH:3][CH:2]=1.N1C=CC=CC=1.[CH3:29][S:30](Cl)(=[O:32])=[O:31], predict the reaction product. (2) Given the reactants Br[C:2]1[CH:7]=[CH:6][C:5]([CH:8]([N:12]2[CH2:25][CH2:24][C:15]3([O:20][CH2:19][C:18](=[O:21])[N:17]([CH2:22][CH3:23])[CH2:16]3)[CH2:14][CH2:13]2)[C:9]([NH2:11])=[O:10])=[C:4]([F:26])[CH:3]=1.B1(B2OC(C)(C)C(C)(C)O2)OC(C)(C)C(C)(C)O1.C([O-])(=O)C.[K+].Br[C:51]1[CH:60]=[C:59]2[C:54]([CH:55]=[C:56]([F:61])[CH:57]=[N:58]2)=[CH:53][CH:52]=1.C([O-])([O-])=O.[K+].[K+], predict the reaction product. The product is: [CH2:22]([N:17]1[CH2:16][C:15]2([CH2:24][CH2:25][N:12]([CH:8]([C:5]3[CH:6]=[CH:7][C:2]([C:51]4[CH:60]=[C:59]5[C:54]([CH:55]=[C:56]([F:61])[CH:57]=[N:58]5)=[CH:53][CH:52]=4)=[CH:3][C:4]=3[F:26])[C:9]([NH2:11])=[O:10])[CH2:13][CH2:14]2)[O:20][CH2:19][C:18]1=[O:21])[CH3:23]. (3) Given the reactants [F:1][C:2]([F:36])([F:35])[C:3]1[CH:30]=[C:29]([C:31]([F:34])([F:33])[F:32])[CH:28]=[CH:27][C:4]=1[CH2:5][N:6]1[CH2:11][CH2:10][CH:9](/[CH:12]=[C:13]2/[C:14]([NH:19][CH2:20][CH2:21][N:22]([CH2:25][CH3:26])[CH2:23][CH3:24])=[N:15][C:16](=[O:18])[S:17]/2)[CH2:8][CH2:7]1.[ClH:37].C(OCC)(=O)C, predict the reaction product. The product is: [ClH:37].[ClH:37].[F:36][C:2]([F:1])([F:35])[C:3]1[CH:30]=[C:29]([C:31]([F:33])([F:34])[F:32])[CH:28]=[CH:27][C:4]=1[CH2:5][N:6]1[CH2:11][CH2:10][CH:9](/[CH:12]=[C:13]2/[C:14]([NH:19][CH2:20][CH2:21][N:22]([CH2:25][CH3:26])[CH2:23][CH3:24])=[N:15][C:16](=[O:18])[S:17]/2)[CH2:8][CH2:7]1. (4) Given the reactants CO[C:3](=[O:24])[C:4]([C:14](=[O:23])[C:15]1[CH:20]=[CH:19][C:18]([CH3:21])=[C:17]([CH3:22])[CH:16]=1)=[CH:5][NH:6][C:7]1[CH:12]=[CH:11][C:10]([F:13])=[CH:9][CH:8]=1, predict the reaction product. The product is: [CH3:22][C:17]1[CH:16]=[C:15]([CH:20]=[CH:19][C:18]=1[CH3:21])[C:14]([C:4]1[C:3](=[O:24])[C:8]2[C:7](=[CH:12][CH:11]=[C:10]([F:13])[CH:9]=2)[NH:6][CH:5]=1)=[O:23].